From a dataset of Full USPTO retrosynthesis dataset with 1.9M reactions from patents (1976-2016). Predict the reactants needed to synthesize the given product. (1) Given the product [Br:1][C:2]1[C:3]2[CH:4]=[C:5]3[C:12](=[O:14])[CH:23]([C:22]([O:26][CH3:27])=[O:25])[CH2:24][N:6]3[C:7]=2[CH:8]=[C:9]([F:11])[CH:10]=1, predict the reactants needed to synthesize it. The reactants are: [Br:1][C:2]1[CH:10]=[C:9]([F:11])[CH:8]=[C:7]2[C:3]=1[CH:4]=[C:5]([C:12]([O:14]C)=O)[NH:6]2.CC(C)([O-])C.[K+].[C:22]([O:26][CH3:27])(=[O:25])[CH:23]=[CH2:24].Cl. (2) Given the product [CH3:16][O:5][C:4](=[O:6])[C:3]1[CH:7]=[CH:8][CH:9]=[N:10][C:2]=1[OH:1], predict the reactants needed to synthesize it. The reactants are: [OH:1][C:2]1[N:10]=[CH:9][CH:8]=[CH:7][C:3]=1[C:4]([OH:6])=[O:5].S(=O)(=O)(O)O.[C:16]1(C)C=CC=CC=1.C(=O)([O-])[O-].[K+].[K+]. (3) Given the product [F:14][C:15]1[CH:23]=[CH:22][C:18]([C:19]([NH:1][C@@H:2]([CH2:6][OH:7])[C:3]([OH:5])=[O:4])=[O:20])=[CH:17][CH:16]=1, predict the reactants needed to synthesize it. The reactants are: [NH2:1][C@@H:2]([CH2:6][OH:7])[C:3]([OH:5])=[O:4].C(=O)([O-])[O-].[Na+].[Na+].[F:14][C:15]1[CH:23]=[CH:22][C:18]([C:19](Cl)=[O:20])=[CH:17][CH:16]=1. (4) Given the product [CH3:32][C:33]([CH3:37])([CH3:36])[C:34]#[C:35][C@@H:28]([N:5]1[CH2:6][CH2:7][C:2]([F:1])([F:23])[C@H:3]([CH2:18][C:19]([O:21][CH3:22])=[O:20])[C@H:4]1[C:8]1[CH:13]=[CH:12][C:11]([C:14]([F:17])([F:16])[F:15])=[CH:10][CH:9]=1)[CH2:27][CH2:26][C:25]([F:31])([F:30])[F:24], predict the reactants needed to synthesize it. The reactants are: [F:1][C:2]1([F:23])[CH2:7][CH2:6][NH:5][CH:4]([C:8]2[CH:13]=[CH:12][C:11]([C:14]([F:17])([F:16])[F:15])=[CH:10][CH:9]=2)[CH:3]1[CH2:18][C:19]([O:21][CH3:22])=[O:20].[F:24][C:25]([F:31])([F:30])[CH2:26][CH2:27][CH:28]=O.[CH3:32][C:33]([CH3:37])([CH3:36])[C:34]#[CH:35]. (5) Given the product [CH2:1]1[C:7]2[CH:8]=[CH:9][CH:10]=[CH:11][C:6]=2[CH2:5][CH2:4][CH2:3][N:2]1[C:12]1[CH:21]=[C:20]([CH2:22][CH2:23][CH2:24][NH2:26])[C:19]2[C:14](=[CH:15][CH:16]=[CH:17][CH:18]=2)[N:13]=1, predict the reactants needed to synthesize it. The reactants are: [CH2:1]1[C:7]2[CH:8]=[CH:9][CH:10]=[CH:11][C:6]=2[CH2:5][CH2:4][CH2:3][N:2]1[C:12]1[CH:21]=[C:20]([CH2:22][CH2:23][C:24]([NH2:26])=O)[C:19]2[C:14](=[CH:15][CH:16]=[CH:17][CH:18]=2)[N:13]=1.B.